From a dataset of Retrosynthesis with 50K atom-mapped reactions and 10 reaction types from USPTO. Predict the reactants needed to synthesize the given product. (1) The reactants are: Cc1cc([N+](=O)[O-])ccc1-n1cccc(CC(=O)O)c1=O. Given the product Cc1cc([N+](=O)[O-])ccc1-n1cccc(CCO)c1=O, predict the reactants needed to synthesize it. (2) Given the product COc1ncc(-c2ccc(C)nc2)c(OC)n1, predict the reactants needed to synthesize it. The reactants are: COc1ncc(B(O)O)c(OC)n1.Cc1ccc(Br)cn1. (3) Given the product O=C(O)c1cc2cc(N3CCN(C4CCCC4)CC3)ncc2[nH]1, predict the reactants needed to synthesize it. The reactants are: CCOC(=O)c1cc2cc(N3CCN(C4CCCC4)CC3)ncc2[nH]1.